From a dataset of Reaction yield outcomes from USPTO patents with 853,638 reactions. Predict the reaction yield, written as a fraction of the theoretical maximum amount of product (1.0 means a 100% yield; for example, 0.34 means a 34% yield). (1) The reactants are Br.Br[C:3]1[CH:8]=[CH:7][N:6]=[N:5][CH:4]=1.[C:9]1(B2OC(C)(C)C(C)(C)O2)[CH2:14][CH2:13][CH2:12][CH2:11][CH:10]=1.C(=O)([O-])[O-].[Cs+].[Cs+].O1CCOCC1. The catalyst is C1C=CC([P]([Pd]([P](C2C=CC=CC=2)(C2C=CC=CC=2)C2C=CC=CC=2)([P](C2C=CC=CC=2)(C2C=CC=CC=2)C2C=CC=CC=2)[P](C2C=CC=CC=2)(C2C=CC=CC=2)C2C=CC=CC=2)(C2C=CC=CC=2)C2C=CC=CC=2)=CC=1.O. The product is [C:9]1([C:3]2[CH:8]=[CH:7][N:6]=[N:5][CH:4]=2)[CH2:14][CH2:13][CH2:12][CH2:11][CH:10]=1. The yield is 0.990. (2) The reactants are [F:1][C:2]1[CH:8]=[CH:7][C:6]([F:9])=[CH:5][C:3]=1[NH2:4].[F:10][C:11]([F:24])([O:15][C:16]1[CH:17]=[C:18]([CH:21]=[CH:22][CH:23]=1)[CH:19]=O)[CH:12]([F:14])[F:13]. The catalyst is C1CCCCC1. The product is [F:1][C:2]1[CH:8]=[CH:7][C:6]([F:9])=[CH:5][C:3]=1[NH:4][CH2:19][C:18]1[CH:21]=[CH:22][CH:23]=[C:16]([O:15][C:11]([F:10])([F:24])[CH:12]([F:13])[F:14])[CH:17]=1. The yield is 0.860. (3) The reactants are [CH3:1][O:2][C@@H:3]1[CH2:8][CH2:7][C@H:6]([N:9]2[C:18]3[C:13](=[N:14][CH:15]=[C:16]([Sn](C)(C)C)[N:17]=3)[NH:12][C:11](=[O:23])[CH2:10]2)[CH2:5][CH2:4]1.Br[C:25]1[C:26]([CH3:42])=[N:27][C:28]([C:31]2[N:35]=[CH:34][N:33](C3CCCCO3)[N:32]=2)=[CH:29][CH:30]=1.[C:43]1(C)C=[CH:47][CH:46]=[CH:45][C:44]=1P([C:45]1[CH:46]=[CH:47]C=[CH:43][C:44]=1C)[C:45]1[CH:46]=[CH:47]C=[CH:43][C:44]=1C.C(N(CC)CC)C.CN(C)C=[O:75]. The catalyst is C1C=CC(/C=C/C(/C=C/C2C=CC=CC=2)=O)=CC=1.C1C=CC(/C=C/C(/C=C/C2C=CC=CC=2)=O)=CC=1.C1C=CC(/C=C/C(/C=C/C2C=CC=CC=2)=O)=CC=1.[Pd].[Pd]. The product is [CH3:1][O:2][C@@H:3]1[CH2:8][CH2:7][C@H:6]([N:9]2[C:18]3[C:13](=[N:14][CH:15]=[C:16]([C:25]4[C:26]([CH3:42])=[N:27][C:28]([C:31]5[N:35]([CH:47]6[CH2:46][CH2:45][CH2:44][CH2:43][O:75]6)[CH:34]=[N:33][N:32]=5)=[CH:29][CH:30]=4)[N:17]=3)[NH:12][C:11](=[O:23])[CH2:10]2)[CH2:5][CH2:4]1. The yield is 0.800. (4) The reactants are [CH3:1][CH:2]([C:4]1[CH:5]=[C:6]([C:10]2[N:15]3[N:16]=[C:17]([NH2:19])[N:18]=[C:14]3[CH:13]=[CH:12][CH:11]=2)[CH:7]=[CH:8][CH:9]=1)[CH3:3].Cl[C:21]1[CH:26]=[CH:25][N:24]=[C:23]([CH3:27])[CH:22]=1.C1(P(C2CCCCC2)C2C=CC=CC=2C2C(C(C)C)=CC(C(C)C)=CC=2C(C)C)CCCCC1.C(=O)([O-])[O-].[Cs+].[Cs+]. The catalyst is CN(C)C=O.C1C=CC(/C=C/C(/C=C/C2C=CC=CC=2)=O)=CC=1.C1C=CC(/C=C/C(/C=C/C2C=CC=CC=2)=O)=CC=1.C1C=CC(/C=C/C(/C=C/C2C=CC=CC=2)=O)=CC=1.[Pd].[Pd]. The product is [CH3:3][CH:2]([C:4]1[CH:5]=[C:6]([C:10]2[N:15]3[N:16]=[C:17]([NH:19][C:21]4[CH:26]=[CH:25][N:24]=[C:23]([CH3:27])[CH:22]=4)[N:18]=[C:14]3[CH:13]=[CH:12][CH:11]=2)[CH:7]=[CH:8][CH:9]=1)[CH3:1]. The yield is 0.540. (5) The reactants are [CH2:1]([O:8][C:9]([CH:11]([CH2:16]O)[C:12]([O:14][CH3:15])=[O:13])=[O:10])[C:2]1[CH:7]=[CH:6][CH:5]=[CH:4][CH:3]=1.C(Cl)Cl.CS(Cl)(=O)=O. The catalyst is C(N(CC)CC)C. The product is [CH2:1]([O:8][C:9]([C:11](=[CH2:16])[C:12]([O:14][CH3:15])=[O:13])=[O:10])[C:2]1[CH:7]=[CH:6][CH:5]=[CH:4][CH:3]=1. The yield is 0.920. (6) The reactants are C1(C2C=CC([CH:8]=[O:9])=CC=2)CC1.Br[C:13]1[CH:18]=[CH:17][C:16]([C:19]([O:22][CH3:23])([CH3:21])[CH3:20])=[C:15]([Cl:24])[CH:14]=1.[Li]CCCC.CCCCCC.CN(C=O)C. No catalyst specified. The product is [Cl:24][C:15]1[CH:14]=[C:13]([CH:18]=[CH:17][C:16]=1[C:19]([O:22][CH3:23])([CH3:21])[CH3:20])[CH:8]=[O:9]. The yield is 0.620. (7) The reactants are [Br:1][C:2]1[N:7]=[C:6](I)[C:5]([NH2:9])=[CH:4][CH:3]=1.CCO.C([O-])([O-])=O.[Na+].[Na+].[CH3:19][C:20]1([CH3:29])[CH2:25][CH2:24][C:23](B(O)O)=[CH:22][CH2:21]1. The catalyst is C1(C)C=CC=CC=1.CCOC(C)=O.C1C=CC([P]([Pd]([P](C2C=CC=CC=2)(C2C=CC=CC=2)C2C=CC=CC=2)([P](C2C=CC=CC=2)(C2C=CC=CC=2)C2C=CC=CC=2)[P](C2C=CC=CC=2)(C2C=CC=CC=2)C2C=CC=CC=2)(C2C=CC=CC=2)C2C=CC=CC=2)=CC=1. The product is [Br:1][C:2]1[N:7]=[C:6]([C:23]2[CH2:24][CH2:25][C:20]([CH3:29])([CH3:19])[CH2:21][CH:22]=2)[C:5]([NH2:9])=[CH:4][CH:3]=1. The yield is 0.710. (8) The reactants are CN(C(ON1N=NC2C=CC=NC1=2)=[N+](C)C)C.F[P-](F)(F)(F)(F)F.[CH2:25]([O:28][C@@H:29]([CH3:53])[CH2:30][C@@H:31]([CH3:52])[CH:32]([NH:44][C:45]([O:47][C:48]([CH3:51])([CH3:50])[CH3:49])=[O:46])[C:33]([N:35]1[CH2:39][C@H:38]([OH:40])[CH2:37][C@H:36]1[C:41]([OH:43])=O)=[O:34])[CH:26]=[CH2:27].C1(C)C=CC(S(O)(=O)=O)=CC=1.[NH2:65][C@:66]1([C:71]([NH:73][S:74]([CH:77]2[CH2:79][CH2:78]2)(=[O:76])=[O:75])=[O:72])[CH2:68][C@H:67]1[CH:69]=[CH2:70]. The catalyst is C(Cl)Cl. The product is [CH2:25]([O:28][C@@H:29]([CH3:53])[CH2:30][C@@H:31]([CH3:52])[CH:32]([NH:44][C:45](=[O:46])[O:47][C:48]([CH3:49])([CH3:50])[CH3:51])[C:33]([N:35]1[CH2:39][C@H:38]([OH:40])[CH2:37][C@H:36]1[C:41](=[O:43])[NH:65][C@:66]1([C:71](=[O:72])[NH:73][S:74]([CH:77]2[CH2:79][CH2:78]2)(=[O:76])=[O:75])[CH2:68][C@H:67]1[CH:69]=[CH2:70])=[O:34])[CH:26]=[CH2:27]. The yield is 0.725.